From a dataset of Full USPTO retrosynthesis dataset with 1.9M reactions from patents (1976-2016). Predict the reactants needed to synthesize the given product. (1) Given the product [ClH:16].[NH:8]1[CH2:12][CH2:11][CH2:10][C@@H:9]1[CH2:18][C:17]([OH:20])=[O:19], predict the reactants needed to synthesize it. The reactants are: C(OC([N:8]1[CH2:12][CH2:11][CH2:10][C@@H:9]1CC#N)=O)(C)(C)C.[ClH:16].[C:17]([OH:20])(=[O:19])[CH3:18]. (2) Given the product [NH2:9][CH:8]([CH2:13][C:14]1[CH:15]=[CH:16][C:17]([C:20]([F:21])([F:22])[F:23])=[CH:18][CH:19]=1)[CH:7]([C:1]1[CH:2]=[CH:3][CH:4]=[CH:5][CH:6]=1)[OH:11], predict the reactants needed to synthesize it. The reactants are: [C:1]1([CH:7]2[O:11]C(=O)[NH:9][CH:8]2[CH2:13][C:14]2[CH:19]=[CH:18][C:17]([C:20]([F:23])([F:22])[F:21])=[CH:16][CH:15]=2)[CH:6]=[CH:5][CH:4]=[CH:3][CH:2]=1.[OH-].[Na+]. (3) Given the product [Cl:26][C:27]1[CH:28]=[C:29]([C:33]2[N:36]=[C:23]([CH:11]3[CH2:10][CH:9]([C:6]4[CH:5]=[CH:4][C:3]([CH2:1][CH3:2])=[CH:8][CH:7]=4)[CH2:14][N:13]([C:15]([N:17]4[CH2:22][CH2:21][O:20][CH2:19][CH2:18]4)=[O:16])[CH2:12]3)[O:24][N:34]=2)[CH:30]=[CH:31][CH:32]=1, predict the reactants needed to synthesize it. The reactants are: [CH2:1]([C:3]1[CH:8]=[CH:7][C:6]([CH:9]2[CH2:14][N:13]([C:15]([N:17]3[CH2:22][CH2:21][O:20][CH2:19][CH2:18]3)=[O:16])[CH2:12][CH:11]([C:23](O)=[O:24])[CH2:10]2)=[CH:5][CH:4]=1)[CH3:2].[Cl:26][C:27]1[CH:28]=[C:29]([C:33](=[NH:36])[NH:34]O)[CH:30]=[CH:31][CH:32]=1. (4) Given the product [F:20][C:17]1[CH:18]=[CH:19][C:14]([CH:12]2[C:3]3[CH:4]=[CH:5][C:6]4[C:11](=[N:10][CH:9]=[CH:8][CH:7]=4)[C:2]=3[NH:1][S:21](=[O:23])(=[O:22])[NH:24]2)=[CH:15][CH:16]=1, predict the reactants needed to synthesize it. The reactants are: [NH2:1][C:2]1[C:3]([C:12]([C:14]2[CH:19]=[CH:18][C:17]([F:20])=[CH:16][CH:15]=2)=O)=[CH:4][CH:5]=[C:6]2[C:11]=1[N:10]=[CH:9][CH:8]=[CH:7]2.[S:21](N)([NH2:24])(=[O:23])=[O:22].[H-].[H-].[H-].[H-].[Li+].[Al+3].